Dataset: Catalyst prediction with 721,799 reactions and 888 catalyst types from USPTO. Task: Predict which catalyst facilitates the given reaction. (1) Reactant: [NH:1]([C:36]([CH3:38])=[O:37])[C@H:2]([C:18]([NH:20][C@H:21]([C:26]([N:28]1[CH2:35][CH2:34][CH2:33][C@H:29]1[C:30](O)=[O:31])=[O:27])[CH2:22][CH:23]([CH3:25])[CH3:24])=[O:19])[CH2:3][C:4]1[CH:9]=[CH:8][C:7]([O:10][CH2:11][C:12]2[CH:17]=[CH:16][CH:15]=[CH:14][CH:13]=2)=[CH:6][CH:5]=1.[NH2:39][CH2:40][CH2:41][CH2:42][CH2:43][NH:44][C:45]([O:47][C:48]([CH3:51])([CH3:50])[CH3:49])=[O:46].F[P-](F)(F)(F)(F)F.N1(O[P+](N(C)C)(N(C)C)N(C)C)C2C=CC=CC=2N=N1.CCN(C(C)C)C(C)C. Product: [NH:1]([C:36]([CH3:38])=[O:37])[C@H:2]([C:18]([NH:20][C@H:21]([C:26]([N:28]1[CH2:35][CH2:34][CH2:33][C@H:29]1[C:30]([NH:39][CH2:40][CH2:41][CH2:42][CH2:43][NH:44][C:45]([O:47][C:48]([CH3:51])([CH3:50])[CH3:49])=[O:46])=[O:31])=[O:27])[CH2:22][CH:23]([CH3:25])[CH3:24])=[O:19])[CH2:3][C:4]1[CH:9]=[CH:8][C:7]([O:10][CH2:11][C:12]2[CH:17]=[CH:16][CH:15]=[CH:14][CH:13]=2)=[CH:6][CH:5]=1. The catalyst class is: 3. (2) Reactant: FC(F)(F)C(O)=O.[C:8]([N:11]1[C:20]2[C:15](=[C:16]([O:39][C:40]3[CH:45]=[CH:44][C:43]([C:46](=[O:48])[NH2:47])=[CH:42][CH:41]=3)[C:17]([C:21]3[CH:22]=[N:23][N:24]([CH:26]4[CH2:31][CH2:30][N:29](C(OC(C)(C)C)=O)[CH2:28][CH2:27]4)[CH:25]=3)=[CH:18][CH:19]=2)[CH2:14][CH2:13][C@@H:12]1[CH3:49])(=[O:10])[CH3:9]. Product: [C:8]([N:11]1[C:20]2[C:15](=[C:16]([O:39][C:40]3[CH:41]=[CH:42][C:43]([C:46]([NH2:47])=[O:48])=[CH:44][CH:45]=3)[C:17]([C:21]3[CH:22]=[N:23][N:24]([CH:26]4[CH2:31][CH2:30][NH:29][CH2:28][CH2:27]4)[CH:25]=3)=[CH:18][CH:19]=2)[CH2:14][CH2:13][C@@H:12]1[CH3:49])(=[O:10])[CH3:9]. The catalyst class is: 4. (3) Reactant: [H-].[Na+].[CH3:3]N(C=O)C.[F:8][C:9]1[CH:14]=[CH:13][C:12]([S:15]([NH:18][C@H:19]2[CH2:38][N:23]3[C:24]4[C:29]([C:30]([CH2:31][C:32]([O:34][CH2:35][CH2:36][CH3:37])=[O:33])=[C:22]3[CH2:21][CH2:20]2)=[CH:28][CH:27]=[CH:26][CH:25]=4)(=[O:17])=[O:16])=[CH:11][CH:10]=1. Product: [F:8][C:9]1[CH:14]=[CH:13][C:12]([S:15]([N:18]([CH3:3])[C@H:19]2[CH2:38][N:23]3[C:24]4[C:29]([C:30]([CH2:31][C:32]([O:34][CH2:35][CH2:36][CH3:37])=[O:33])=[C:22]3[CH2:21][CH2:20]2)=[CH:28][CH:27]=[CH:26][CH:25]=4)(=[O:16])=[O:17])=[CH:11][CH:10]=1. The catalyst class is: 625.